This data is from Drug-target binding data from BindingDB using IC50 measurements. The task is: Regression. Given a target protein amino acid sequence and a drug SMILES string, predict the binding affinity score between them. We predict pIC50 (pIC50 = -log10(IC50 in M); higher means more potent). Dataset: bindingdb_ic50. The small molecule is CC[C@@]1(O)C(=O)OCc2c1cc1n(c2=O)Cc2cc3ccccc3nc2-1. The target protein (Q7YR26) has sequence MSGDHLHNDSQIEADFRLNDSHKHKDKHKDREHRHKEHKKDKEKDREKSKHSNSEHKDSEKKHKEKEKTKHKDGSSEKHKDKHKDRDKEKRKEEKVRASGDAKIKKEKENGFSSPPQIKDEPEDDGYFVPPKEDIKPLKRPRDEDDADYKPKKIKTEDIKKEKKRKLEEEEDGKLRKPKNKDKDKKVPEPDNKKKKPKKEEEQKWKWWEEERYPEGIKWKFLEHKGPVFAPPYEPLPDSVKFYYDGKVMKLSPKAEEVATFFAKMLDHEYTTKEIFRKNFFKDWRKEMTNEEKNIITNLSKCDFTQMSQYFKAQTEARKQMSKEEKLKIKEENEKLLKEYGFCIMDNHKERIANFKIEPPGLFRGRGNHPKMGMLKRRIMPEDIIINCSKDAKVPSPPPGHKWKEVRHDNKVTWLVSWTENIQGSIKYIMLNPSSRIKGEKDWQKYETARRLKKCVDKIRNQYREDWKSKEMKVRQRAVALYFIDKLALRAGNEKEEGET.... The pIC50 is 4.6.